This data is from Catalyst prediction with 721,799 reactions and 888 catalyst types from USPTO. The task is: Predict which catalyst facilitates the given reaction. (1) Reactant: Br[C:2]1[C:11]2[O:10][CH2:9][C:8]3[CH:12]=[C:13]([OH:16])[CH:14]=[CH:15][C:7]=3[C:6]=2[CH:5]=[C:4]2[CH:17]=[CH:18][C:19]([OH:21])=[CH:20][C:3]=12.[CH2:22]([Sn]([CH2:22][CH2:23][CH2:24][CH3:25])([CH2:22][CH2:23][CH2:24][CH3:25])C1SC=CN=1)[CH2:23][CH2:24][CH3:25]. Product: [CH2:22]([C:2]1[C:11]2[O:10][CH2:9][C:8]3[CH:12]=[C:13]([OH:16])[CH:14]=[CH:15][C:7]=3[C:6]=2[CH:5]=[C:4]2[CH:17]=[CH:18][C:19]([OH:21])=[CH:20][C:3]=12)[CH2:23][CH2:24][CH3:25]. The catalyst class is: 3. (2) Reactant: [C:1]([CH:3]=[CH:4][CH2:5][N:6]1[CH2:11][CH2:10][N:9]([C:12]([C:14]2[CH:21]=[CH:20][C:17]([C:18]#[N:19])=[CH:16][C:15]=2[F:22])=[O:13])[CH:8]([CH2:23][OH:24])[CH2:7]1)#[N:2].[NH:25]1[CH:29]=[C:28]([C:30]2[C:31]3[CH:38]=[CH:37][N:36](COCC[Si](C)(C)C)[C:32]=3[N:33]=[CH:34][N:35]=2)[CH:27]=[N:26]1.C(=O)([O-])[O-].[K+].[K+]. Product: [C:1]([CH2:3][CH:4]([N:25]1[CH:29]=[C:28]([C:30]2[C:31]3[CH:38]=[CH:37][NH:36][C:32]=3[N:33]=[CH:34][N:35]=2)[CH:27]=[N:26]1)[CH2:5][N:6]1[CH2:11][CH2:10][N:9]([C:12]([C:14]2[CH:21]=[CH:20][C:17]([C:18]#[N:19])=[CH:16][C:15]=2[F:22])=[O:13])[CH:8]([CH2:23][OH:24])[CH2:7]1)#[N:2]. The catalyst class is: 3. (3) Reactant: [CH:1]1([C:4](=O)[CH:5]([N:7]2[CH:12]=[C:11]([I:13])[CH:10]=[CH:9][C:8]2=[N:14]S(C2C=CC(C)=CC=2)(=O)=O)[CH3:6])[CH2:3][CH2:2]1.FC(F)(F)C(OC(=O)C(F)(F)F)=O. Product: [CH:1]1([C:4]2[N:14]=[C:8]3[CH:9]=[CH:10][C:11]([I:13])=[CH:12][N:7]3[C:5]=2[CH3:6])[CH2:3][CH2:2]1. The catalyst class is: 1.